This data is from Catalyst prediction with 721,799 reactions and 888 catalyst types from USPTO. The task is: Predict which catalyst facilitates the given reaction. (1) Reactant: [F:1][C:2]1[C:11]2[CH2:10][N:9]([C@H:12]([CH:16]([CH3:18])[CH3:17])[C:13]([OH:15])=O)[C:8](=[O:19])[C:7]3=[CH:20][NH:21][C:5]([C:6]=23)=[N:4][CH:3]=1.C1C=C2N=NN(O)C2=CC=1.O.CCN=C=NCCCN(C)C.Cl.Cl.[S:46]1(=[O:52])(=[O:51])[CH2:50][CH2:49][NH:48][CH2:47]1.CN1CCOCC1. Product: [O:51]=[S:46]1(=[O:52])[CH2:50][CH2:49][N:48]([C:13](=[O:15])[C@H:12]([N:9]2[C:8](=[O:19])[C:7]3=[CH:20][NH:21][C:5]4[C:6]3=[C:11]([C:2]([F:1])=[CH:3][N:4]=4)[CH2:10]2)[CH:16]([CH3:17])[CH3:18])[CH2:47]1. The catalyst class is: 3. (2) Reactant: [CH3:1][S:2][C:3]1[C:4]2[NH:11][N:10]=[CH:9][C:5]=2[N:6]=[CH:7][N:8]=1.[C:12]([O:20][CH2:21][CH2:22]I)(=[O:19])[C:13]1[CH:18]=[CH:17][CH:16]=[CH:15][CH:14]=1.C(=O)([O-])[O-].[K+].[K+].O. Product: [C:12]([O:20][CH2:21][CH2:22][N:11]1[C:4]2[C:3]([S:2][CH3:1])=[N:8][CH:7]=[N:6][C:5]=2[CH:9]=[N:10]1)(=[O:19])[C:13]1[CH:18]=[CH:17][CH:16]=[CH:15][CH:14]=1.[C:12]([O:20][CH2:21][CH2:22][N:10]1[CH:9]=[C:5]2[N:6]=[CH:7][N:8]=[C:3]([S:2][CH3:1])[C:4]2=[N:11]1)(=[O:19])[C:13]1[CH:18]=[CH:17][CH:16]=[CH:15][CH:14]=1. The catalyst class is: 42. (3) Reactant: [NH2:1][CH2:2][CH2:3][C:4]1[CH:9]=[CH:8][C:7]([NH:10][C:11]([NH:13][C:14]([N:16]2[CH2:20][CH2:19][CH2:18][CH2:17]2)=[NH:15])=[NH:12])=[CH:6][CH:5]=1.O=C1CCC(=O)N1[CH:28]([CH2:32][CH2:33][CH2:34][CH:35]1[S:43][CH:38]2[NH:39][C:40](=[O:42])[NH:41][CH:37]2[CH2:36]1)[C:29]([O-])=[O:30].C(N(CC)CC)C. Product: [NH:15]=[C:14]([N:16]1[CH2:20][CH2:19][CH2:18][CH2:17]1)[NH:13][C:11](=[NH:12])[NH:10][C:7]1[CH:8]=[CH:9][C:4]([CH2:3][CH2:2][NH:1][C:29](=[O:30])[CH2:28][CH2:32][CH2:33][CH2:34][CH:35]2[S:43][CH:38]3[NH:39][C:40](=[O:42])[NH:41][CH:37]3[CH2:36]2)=[CH:5][CH:6]=1. The catalyst class is: 3. (4) Reactant: [CH:1]1[C:13]2[CH:12]([CH2:14][O:15][C:16]([NH:18][C@@H:19]([CH2:27][CH2:28][C:29]([NH:31][CH3:32])=[O:30])[C:20]([O:22]C(C)(C)C)=[O:21])=[O:17])[C:11]3[C:6](=[CH:7][CH:8]=[CH:9][CH:10]=3)[C:5]=2[CH:4]=[CH:3][CH:2]=1. Product: [CH:10]1[C:11]2[CH:12]([CH2:14][O:15][C:16]([NH:18][C@@H:19]([CH2:27][CH2:28][C:29]([NH:31][CH3:32])=[O:30])[C:20]([OH:22])=[O:21])=[O:17])[C:13]3[C:5](=[CH:4][CH:3]=[CH:2][CH:1]=3)[C:6]=2[CH:7]=[CH:8][CH:9]=1. The catalyst class is: 281. (5) Reactant: [OH:1][CH2:2][C@H:3]([CH2:19][CH:20]=[CH2:21])[CH2:4][C@H:5]1[CH2:9][O:8][C:7]([CH3:11])([CH3:10])[N:6]1[C:12]([O:14][C:15]([CH3:18])([CH3:17])[CH3:16])=[O:13].[H-].[Na+].[CH2:24](Br)[CH:25]=[CH2:26]. Product: [CH2:26]([O:1][CH2:2][C@H:3]([CH2:19][CH:20]=[CH2:21])[CH2:4][C@H:5]1[CH2:9][O:8][C:7]([CH3:11])([CH3:10])[N:6]1[C:12]([O:14][C:15]([CH3:18])([CH3:17])[CH3:16])=[O:13])[CH:25]=[CH2:24]. The catalyst class is: 1. (6) Reactant: [Cl:1][C:2]1[C:3]([O:12][C:13]2[CH:18]=[C:17]([O:19][CH2:20][CH2:21][O:22][CH3:23])[CH:16]=[CH:15][C:14]=2/[CH:24]=[CH:25]/[C:26](OCC)=[O:27])=[N:4][CH:5]=[C:6]([C:8]([F:11])([F:10])[F:9])[CH:7]=1.[H-].C([Al+]CC(C)C)C(C)C.[Cl-].[NH4+]. Product: [Cl:1][C:2]1[C:3]([O:12][C:13]2[CH:18]=[C:17]([O:19][CH2:20][CH2:21][O:22][CH3:23])[CH:16]=[CH:15][C:14]=2/[CH:24]=[CH:25]/[CH2:26][OH:27])=[N:4][CH:5]=[C:6]([C:8]([F:10])([F:9])[F:11])[CH:7]=1. The catalyst class is: 207. (7) Reactant: O[C:2]1[C:10]([N+:11]([O-:13])=[O:12])=[CH:9][C:5](C(O)=O)=[CH:4][N:3]=1.C[N:15]([CH:17]=[O:18])C.S(Cl)(Cl)=O.[NH3:23]. Product: [NH2:23][C:2]1[C:10]([N+:11]([O-:13])=[O:12])=[CH:9][C:5]([C:17]([NH2:15])=[O:18])=[CH:4][N:3]=1. The catalyst class is: 11.